From a dataset of NCI-60 drug combinations with 297,098 pairs across 59 cell lines. Regression. Given two drug SMILES strings and cell line genomic features, predict the synergy score measuring deviation from expected non-interaction effect. (1) Drug 1: CCC1=CC2CC(C3=C(CN(C2)C1)C4=CC=CC=C4N3)(C5=C(C=C6C(=C5)C78CCN9C7C(C=CC9)(C(C(C8N6C)(C(=O)OC)O)OC(=O)C)CC)OC)C(=O)OC.C(C(C(=O)O)O)(C(=O)O)O. Drug 2: CC1=C2C(C(=O)C3(C(CC4C(C3C(C(C2(C)C)(CC1OC(=O)C(C(C5=CC=CC=C5)NC(=O)C6=CC=CC=C6)O)O)OC(=O)C7=CC=CC=C7)(CO4)OC(=O)C)O)C)OC(=O)C. Cell line: RPMI-8226. Synergy scores: CSS=87.1, Synergy_ZIP=10.2, Synergy_Bliss=10.7, Synergy_Loewe=5.01, Synergy_HSA=10.4. (2) Drug 1: C1CN1P(=S)(N2CC2)N3CC3. Drug 2: CC1CCC2CC(C(=CC=CC=CC(CC(C(=O)C(C(C(=CC(C(=O)CC(OC(=O)C3CCCCN3C(=O)C(=O)C1(O2)O)C(C)CC4CCC(C(C4)OC)OCCO)C)C)O)OC)C)C)C)OC. Cell line: K-562. Synergy scores: CSS=21.3, Synergy_ZIP=-1.63, Synergy_Bliss=-0.184, Synergy_Loewe=1.03, Synergy_HSA=1.54. (3) Drug 1: C1=C(C(=O)NC(=O)N1)N(CCCl)CCCl. Drug 2: C1=CC(=CC=C1CCCC(=O)O)N(CCCl)CCCl. Cell line: MDA-MB-231. Synergy scores: CSS=29.5, Synergy_ZIP=-5.55, Synergy_Bliss=-0.711, Synergy_Loewe=5.04, Synergy_HSA=6.28. (4) Drug 1: C1=CC(=CC=C1C#N)C(C2=CC=C(C=C2)C#N)N3C=NC=N3. Drug 2: CC12CCC3C(C1CCC2O)C(CC4=C3C=CC(=C4)O)CCCCCCCCCS(=O)CCCC(C(F)(F)F)(F)F. Cell line: MOLT-4. Synergy scores: CSS=0.979, Synergy_ZIP=0.885, Synergy_Bliss=-1.41, Synergy_Loewe=-13.9, Synergy_HSA=-9.36.